Dataset: Peptide-MHC class II binding affinity with 134,281 pairs from IEDB. Task: Regression. Given a peptide amino acid sequence and an MHC pseudo amino acid sequence, predict their binding affinity value. This is MHC class II binding data. (1) The peptide sequence is QEPFKNLKTGKYAKM. The MHC is HLA-DQA10301-DQB10302 with pseudo-sequence HLA-DQA10301-DQB10302. The binding affinity (normalized) is 0. (2) The peptide sequence is AASGADGTYDITKLG. The MHC is DRB1_1001 with pseudo-sequence DRB1_1001. The binding affinity (normalized) is 0.222. (3) The peptide sequence is WQTLSAALDAQAVEL. The MHC is DRB1_1302 with pseudo-sequence DRB1_1302. The binding affinity (normalized) is 0.652. (4) The peptide sequence is NSLVYGASDSNVYDL. The MHC is DRB1_1501 with pseudo-sequence DRB1_1501. The binding affinity (normalized) is 0.242. (5) The peptide sequence is GLALSHLNAMSKVRK. The MHC is DRB1_1301 with pseudo-sequence DRB1_1301. The binding affinity (normalized) is 0.936. (6) The peptide sequence is QELLDIANYLMEQIQ. The MHC is HLA-DPA10301-DPB10402 with pseudo-sequence HLA-DPA10301-DPB10402. The binding affinity (normalized) is 0.519. (7) The peptide sequence is EVLKGPFTVRYTTEG. The MHC is HLA-DPA10103-DPB10401 with pseudo-sequence HLA-DPA10103-DPB10401. The binding affinity (normalized) is 0.261. (8) The binding affinity (normalized) is 0.406. The MHC is DRB1_0101 with pseudo-sequence DRB1_0101. The peptide sequence is PISVTAPPPQLPRPP. (9) The peptide sequence is KNTIVIPKGDFLTGP. The MHC is DRB1_1101 with pseudo-sequence DRB1_1101. The binding affinity (normalized) is 0.222. (10) The peptide sequence is AYPSVLGQTIRNSRW. The MHC is HLA-DQA10102-DQB10602 with pseudo-sequence HLA-DQA10102-DQB10602. The binding affinity (normalized) is 0.532.